This data is from Reaction yield outcomes from USPTO patents with 853,638 reactions. The task is: Predict the reaction yield, written as a fraction of the theoretical maximum amount of product (1.0 means a 100% yield; for example, 0.34 means a 34% yield). (1) The reactants are [F:1][C:2]([F:27])([F:26])[C:3]1[CH:25]=[CH:24][C:6]([CH2:7][O:8][N:9]=[C:10]([C:12]2[CH:13]=[CH:14][C:15]([O:18][CH2:19][C:20]([O:22]C)=[O:21])=[N:16][CH:17]=2)[CH3:11])=[CH:5][CH:4]=1.CO.O.[OH-].[Li+]. The catalyst is C1COCC1. The product is [F:26][C:2]([F:1])([F:27])[C:3]1[CH:4]=[CH:5][C:6]([CH2:7][O:8][N:9]=[C:10]([C:12]2[CH:13]=[CH:14][C:15]([O:18][CH2:19][C:20]([OH:22])=[O:21])=[N:16][CH:17]=2)[CH3:11])=[CH:24][CH:25]=1. The yield is 0.880. (2) The product is [CH3:13][N:9]1[C:8]2[CH:14]=[CH:15][C:5]([C:3]([OH:4])([CH2:16][CH3:17])[CH2:20][CH3:21])=[CH:6][C:7]=2[N:11]=[C:10]1[CH3:12]. No catalyst specified. The reactants are CO[C:3]([C:5]1[CH:15]=[CH:14][C:8]2[N:9]([CH3:13])[C:10]([CH3:12])=[N:11][C:7]=2[CH:6]=1)=[O:4].[CH2:16]([Mg]Br)[CH3:17].[CH2:20]1COC[CH2:21]1. The yield is 0.820. (3) The reactants are Cl[S:2]([N:5]=[C:6]=[O:7])(=[O:4])=[O:3].[NH2:8][C:9]1[CH:14]=[CH:13][C:12]([NH:15][S:16]([CH3:19])(=[O:18])=[O:17])=[CH:11][CH:10]=1.[Cl-].[Al+3].[Cl-].[Cl-]. The catalyst is [N+](CC)([O-])=O. The product is [O:3]=[S:2]1(=[O:4])[C:10]2[CH:11]=[C:12]([NH:15][S:16]([CH3:19])(=[O:18])=[O:17])[CH:13]=[CH:14][C:9]=2[NH:8][C:6](=[O:7])[NH:5]1. The yield is 0.770.